Dataset: Reaction yield outcomes from USPTO patents with 853,638 reactions. Task: Predict the reaction yield, written as a fraction of the theoretical maximum amount of product (1.0 means a 100% yield; for example, 0.34 means a 34% yield). (1) The reactants are [Br:1][C:2]1[C:3](F)=[C:4]2[C:10]([NH:11][C:12](=[O:19])[C:13]3[CH:18]=[CH:17][CH:16]=[N:15][CH:14]=3)=[CH:9][NH:8][C:5]2=[N:6][CH:7]=1.[CH3:21][N:22]([CH:30]1[CH2:34][CH2:33][NH:32][CH2:31]1)C(=O)OC(C)(C)C.CCN(C(C)C)C(C)C.C(O)(C(F)(F)F)=O. The catalyst is CCCCO.C(Cl)Cl. The product is [Br:1][C:2]1[C:3]([N:32]2[CH2:33][CH2:34][CH:30]([NH:22][CH3:21])[CH2:31]2)=[C:4]2[C:10]([NH:11][C:12](=[O:19])[C:13]3[CH:18]=[CH:17][CH:16]=[N:15][CH:14]=3)=[CH:9][NH:8][C:5]2=[N:6][CH:7]=1. The yield is 0.590. (2) The reactants are [N+:1]([C:4]1[CH:12]=[CH:11][C:7]([C:8]([OH:10])=[O:9])=[CH:6][C:5]=1[C:13]([OH:15])=[O:14])([O-])=O. The yield is 0.870. The catalyst is CO.[Pd]. The product is [NH2:1][C:4]1[CH:12]=[CH:11][C:7]([C:8]([OH:10])=[O:9])=[CH:6][C:5]=1[C:13]([OH:15])=[O:14].